From a dataset of Full USPTO retrosynthesis dataset with 1.9M reactions from patents (1976-2016). Predict the reactants needed to synthesize the given product. Given the product [C:1]([CH:5]1[CH2:9][O:8][CH:7]([C:10]2[O:14][N:13]=[C:12]([C:15]([NH:51][C:52]3[C:53](=[O:65])[N:54]([CH:59]4[CH2:60][CH2:61][CH2:62][CH2:63][CH2:64]4)[N:55]([CH3:58])[C:56]=3[CH3:57])=[O:17])[C:11]=2[CH3:18])[O:6]1)([CH3:2])([CH3:3])[CH3:4], predict the reactants needed to synthesize it. The reactants are: [C:1]([CH:5]1[CH2:9][O:8][CH:7]([C:10]2[O:14][N:13]=[C:12]([C:15]([O-:17])=O)[C:11]=2[CH3:18])[O:6]1)([CH3:4])([CH3:3])[CH3:2].[K+].CN(C(ON1N=NC2C=CC=NC1=2)=[N+](C)C)C.F[P-](F)(F)(F)(F)F.C(N(CC)CC)C.[NH2:51][C:52]1[C:53](=[O:65])[N:54]([CH:59]2[CH2:64][CH2:63][CH2:62][CH2:61][CH2:60]2)[N:55]([CH3:58])[C:56]=1[CH3:57].